From a dataset of Reaction yield outcomes from USPTO patents with 853,638 reactions. Predict the reaction yield, written as a fraction of the theoretical maximum amount of product (1.0 means a 100% yield; for example, 0.34 means a 34% yield). (1) The reactants are [Cl:1][C:2]1[C:3]([N:8]2[C:12](O)([C:13]([O:15][CH2:16][CH3:17])=[O:14])[CH2:11][C:10]([C:19]([F:22])([F:21])[F:20])=[N:9]2)=[N:4][CH:5]=[CH:6][CH:7]=1. The catalyst is S(=O)(=O)(O)O.C(O)(=O)C. The product is [Cl:1][C:2]1[C:3]([N:8]2[C:12]([C:13]([O:15][CH2:16][CH3:17])=[O:14])=[CH:11][C:10]([C:19]([F:22])([F:20])[F:21])=[N:9]2)=[N:4][CH:5]=[CH:6][CH:7]=1. The yield is 0.770. (2) The reactants are [CH3:1][O:2][C:3]1[CH:4]=[CH:5][C:6]2[C:7]3[C:8]4[CH2:18][CH2:17][C:16](=[O:19])[C:9]=4[CH:10]=[CH:11][C:12]=3[NH:13][C:14]=2[CH:15]=1.[Al+3].[Cl-].[Cl-].[Cl-].[C:24](Cl)([CH3:26])=[O:25]. The catalyst is ClCCl. The product is [C:24]([C:4]1[C:3]([O:2][CH3:1])=[CH:15][C:14]2[NH:13][C:12]3[CH:11]=[CH:10][C:9]4[C:16](=[O:19])[CH2:17][CH2:18][C:8]=4[C:7]=3[C:6]=2[CH:5]=1)(=[O:25])[CH3:26]. The yield is 0.800.